Dataset: NCI-60 drug combinations with 297,098 pairs across 59 cell lines. Task: Regression. Given two drug SMILES strings and cell line genomic features, predict the synergy score measuring deviation from expected non-interaction effect. Drug 1: C1=CC=C(C(=C1)C(C2=CC=C(C=C2)Cl)C(Cl)Cl)Cl. Drug 2: CC(C)NC(=O)C1=CC=C(C=C1)CNNC.Cl. Cell line: PC-3. Synergy scores: CSS=5.05, Synergy_ZIP=-3.59, Synergy_Bliss=-3.81, Synergy_Loewe=-1.41, Synergy_HSA=-1.25.